Dataset: Catalyst prediction with 721,799 reactions and 888 catalyst types from USPTO. Task: Predict which catalyst facilitates the given reaction. Reactant: [CH3:1]I.[CH2:3]([O:5][C:6](=[O:22])[C:7](=[C:13]([SH:21])[NH:14][C:15]1[CH:20]=[CH:19][CH:18]=[CH:17][CH:16]=1)[C:8]([O:10][CH2:11][CH3:12])=[O:9])[CH3:4].[Na]. Product: [CH2:11]([O:10][C:8](=[O:9])[C:7](=[C:13]([S:21][CH3:1])[NH:14][C:15]1[CH:16]=[CH:17][CH:18]=[CH:19][CH:20]=1)[C:6]([O:5][CH2:3][CH3:4])=[O:22])[CH3:12]. The catalyst class is: 3.